This data is from Reaction yield outcomes from USPTO patents with 853,638 reactions. The task is: Predict the reaction yield, written as a fraction of the theoretical maximum amount of product (1.0 means a 100% yield; for example, 0.34 means a 34% yield). (1) The yield is 0.340. The reactants are [CH:1]1([CH:4]([N:8]2[CH:12]=[C:11]([C:13]3[N:18]4[CH:19]=[CH:20][N:21]=[C:17]4[CH:16]=[C:15]([C:22]4[CH:23]=[N:24][N:25]([CH3:27])[CH:26]=4)[N:14]=3)[CH:10]=[N:9]2)[CH2:5][C:6]#[N:7])[CH2:3][CH2:2]1.[Cl:28]N1C(=O)CCC1=O.C(Cl)Cl. The product is [Cl:28][C:19]1[N:18]2[C:13]([C:11]3[CH:10]=[N:9][N:8]([CH:4]([CH:1]4[CH2:3][CH2:2]4)[CH2:5][C:6]#[N:7])[CH:12]=3)=[N:14][C:15]([C:22]3[CH:23]=[N:24][N:25]([CH3:27])[CH:26]=3)=[CH:16][C:17]2=[N:21][CH:20]=1. No catalyst specified. (2) The reactants are C([CH:8]([CH:10]1[CH2:14][C:13]2[CH:15]=[CH:16][CH:17]=[C:18]([C:19]3[C:24]([Cl:25])=[CH:23][C:22]([Cl:26])=[CH:21][C:20]=3[Cl:27])[C:12]=2[O:11]1)[NH2:9])C1C=CC=CC=1.C(N(C(C)C)CC)(C)C.Cl[C:38]([O:40][CH2:41][C:42]1[CH:47]=[CH:46][CH:45]=[CH:44][CH:43]=1)=[O:39]. No catalyst specified. The product is [Cl:27][C:20]1[CH:21]=[C:22]([Cl:26])[CH:23]=[C:24]([Cl:25])[C:19]=1[C:18]1[C:12]2[O:11][CH:10]([CH2:8][NH:9][C:38](=[O:39])[O:40][CH2:41][C:42]3[CH:47]=[CH:46][CH:45]=[CH:44][CH:43]=3)[CH2:14][C:13]=2[CH:15]=[CH:16][CH:17]=1. The yield is 0.870. (3) The catalyst is C1COCC1. The product is [Cl:1][C:2]1[CH:3]=[C:4]([C:8]2[C:17]3[C:12](=[CH:13][CH:14]=[C:15]([C:18]([C:10]4[CH:9]=[CH:8][C:17]([Cl:35])=[CH:12][N:11]=4)([OH:19])[C:20]4[N:21]([CH3:25])[CH:22]=[N:23][CH:24]=4)[CH:16]=3)[NH:11][C:10](=[O:33])[CH:9]=2)[CH:5]=[CH:6][CH:7]=1. The yield is 0.260. The reactants are [Cl:1][C:2]1[CH:3]=[C:4]([C:8]2[C:17]3[C:12](=[CH:13][CH:14]=[C:15]([C:18](C4C=NC(Cl)=CC=4)([C:20]4[N:21]([CH3:25])[CH:22]=[N:23][CH:24]=4)[OH:19])[CH:16]=3)[N:11]=[C:10]([O:33]C)[CH:9]=2)[CH:5]=[CH:6][CH:7]=1.[ClH:35]. (4) The reactants are [Br:1][C:2]1[C:7]([CH3:8])=[CH:6][C:5]([OH:9])=[CH:4][C:3]=1[CH3:10].[O-]S(C(F)(F)[F:16])(=O)=O.F[N+]1C=CC=CC=1.S([O-])([O-])(=O)=S.[Na+].[Na+]. The catalyst is ClCCCl. The product is [Br:1][C:2]1[C:7]([CH3:8])=[CH:6][C:5]([OH:9])=[C:4]([F:16])[C:3]=1[CH3:10]. The yield is 0.360. (5) The reactants are [CH2:1]([OH:6])[CH2:2][CH2:3][CH:4]=[CH2:5].[CH3:7][C:8]1([CH:11]=[CH2:12])[CH2:10][O:9]1. The catalyst is [C@H]1(NC(=O)C2C=CC=CC=2P(C2C=CC=CC=2)C2C=CC=CC=2)CCCC[C@@H]1NC(=O)C1C=CC=CC=1P(C1C=CC=CC=1)C1C=CC=CC=1.C(B(CC)CC)C.CCCCCC. The product is [CH3:7][C@@:8]([O:6][CH2:1][CH2:2][CH2:3][CH:4]=[CH2:5])([CH:11]=[CH2:12])[CH2:10][OH:9]. The yield is 0.940. (6) The reactants are [C:1]([CH2:8][N:9]1[CH2:20][CH2:19][N:18]2[CH2:21][CH:22]([CH2:24][C:25]3[CH:30]=[CH:29][C:28]([N+:31]([O-])=O)=[CH:27][CH:26]=3)[CH2:23][N:12]([CH2:13][CH2:14][N:15]([CH2:34][C:35]([O:37][C:38]([CH3:41])([CH3:40])[CH3:39])=[O:36])[CH2:16][CH2:17]2)[CH2:11][CH2:10]1)([O:3][C:4]([CH3:7])([CH3:6])[CH3:5])=[O:2]. The catalyst is C(O)C.[Pd]. The product is [C:35]([CH2:34][N:15]1[CH2:14][CH2:13][N:12]2[CH2:23][CH:22]([CH2:24][C:25]3[CH:30]=[CH:29][C:28]([NH2:31])=[CH:27][CH:26]=3)[CH2:21][N:18]([CH2:19][CH2:20][N:9]([CH2:8][C:1]([O:3][C:4]([CH3:7])([CH3:6])[CH3:5])=[O:2])[CH2:10][CH2:11]2)[CH2:17][CH2:16]1)([O:37][C:38]([CH3:40])([CH3:39])[CH3:41])=[O:36]. The yield is 0.980. (7) The reactants are [CH2:1]([S:8][C:9]1[CH:10]=[C:11]2[C:16](=[CH:17][CH:18]=1)[N:15]([C:19]1[C:24]([O:25]C)=[CH:23][C:22]([C:27]3[CH:32]=[CH:31][CH:30]=[C:29]([F:33])[CH:28]=3)=[C:21]([F:34])[CH:20]=1)[C:14](=[O:35])[CH:13]=[CH:12]2)[C:2]1[CH:7]=[CH:6][CH:5]=[CH:4][CH:3]=1.B(Br)(Br)Br. No catalyst specified. The product is [CH2:1]([S:8][C:9]1[CH:10]=[C:11]2[C:16](=[CH:17][CH:18]=1)[N:15]([C:19]1[C:24]([OH:25])=[CH:23][C:22]([C:27]3[CH:32]=[CH:31][CH:30]=[C:29]([F:33])[CH:28]=3)=[C:21]([F:34])[CH:20]=1)[C:14](=[O:35])[CH:13]=[CH:12]2)[C:2]1[CH:7]=[CH:6][CH:5]=[CH:4][CH:3]=1. The yield is 0.800. (8) The reactants are [CH3:1][O:2][C:3]1[CH:4]=[C:5]2[C:10](=[CH:11][C:12]=1[O:13][CH3:14])[N:9]=[CH:8][N:7]=[C:6]2[S:15][C:16]1[CH:17]=[C:18]([CH:20]=[CH:21][CH:22]=1)[NH2:19].[C:23]([C:27]1[CH:28]=[C:29]([NH:33][C:34](=O)[O:35]C2C=CC=CC=2)[CH:30]=[CH:31][CH:32]=1)([CH3:26])([CH3:25])[CH3:24]. No catalyst specified. The product is [C:23]([C:27]1[CH:28]=[C:29]([NH:33][C:34]([NH:19][C:18]2[CH:20]=[CH:21][CH:22]=[C:16]([S:15][C:6]3[C:5]4[C:10](=[CH:11][C:12]([O:13][CH3:14])=[C:3]([O:2][CH3:1])[CH:4]=4)[N:9]=[CH:8][N:7]=3)[CH:17]=2)=[O:35])[CH:30]=[CH:31][CH:32]=1)([CH3:26])([CH3:24])[CH3:25]. The yield is 0.480. (9) The reactants are [C:1]1([C@@H:13]2[CH2:17][CH2:16][CH:15]([NH2:18])[CH2:14]2)[C:5]2=[C:6]3[CH:12]=[CH:11][NH:10][C:7]3=[N:8][CH:9]=[C:4]2[NH:3][N:2]=1.Cl[C:20]1[CH:27]=[CH:26][C:23]([C:24]#[N:25])=[CH:22][N:21]=1.CCN(C(C)C)C(C)C. The catalyst is CCO. The product is [C:1]1([C@@H:13]2[CH2:17][CH2:16][C@@H:15]([NH:18][C:20]3[CH:27]=[CH:26][C:23]([C:24]#[N:25])=[CH:22][N:21]=3)[CH2:14]2)[C:5]2=[C:6]3[CH:12]=[CH:11][NH:10][C:7]3=[N:8][CH:9]=[C:4]2[NH:3][N:2]=1. The yield is 0.0400. (10) The reactants are [NH2:1][C:2]1[CH:3]=[C:4]([CH:11]=[CH:12][C:13]=1[N:14]1[CH2:19][CH2:18][CH:17]([CH2:20][CH2:21][N:22]2[CH2:27][CH2:26][CH2:25][CH2:24][CH2:23]2)[CH2:16][CH2:15]1)[C:5]([NH:7][CH:8]1[CH2:10][CH2:9]1)=[O:6].[Cl:28][C:29]1[CH:30]=[C:31]([CH:35]=[CH:36][CH:37]=1)[C:32](Cl)=[O:33]. The catalyst is C(#N)C. The product is [Cl:28][C:29]1[CH:30]=[C:31]([CH:35]=[CH:36][CH:37]=1)[C:32]([NH:1][C:2]1[CH:3]=[C:4]([CH:11]=[CH:12][C:13]=1[N:14]1[CH2:15][CH2:16][CH:17]([CH2:20][CH2:21][N:22]2[CH2:27][CH2:26][CH2:25][CH2:24][CH2:23]2)[CH2:18][CH2:19]1)[C:5]([NH:7][CH:8]1[CH2:10][CH2:9]1)=[O:6])=[O:33]. The yield is 0.150.